This data is from Forward reaction prediction with 1.9M reactions from USPTO patents (1976-2016). The task is: Predict the product of the given reaction. (1) Given the reactants [N+](C1C=CC(C[O:11][C:12]([C:14]2[N:15]3[CH:18]([CH:19]([CH3:38])[C:20]=2OP(OC2C=CC=CC=2)(OC2C=CC=CC=2)=O)[CH:17]([C@H:39]([OH:41])[CH3:40])[C:16]3=[O:42])=[O:13])=CC=1)([O-])=[O:2].[N+](C1C=CC(COC([N:54]2[CH2:58][C@@H:57]([SH:59])[CH2:56][C@H:55]2NC(N(C)C)=O)=O)=CC=1)([O-])=[O:44].[CH2:68]([N:70]([CH:74](C)C)[CH:71](C)C)C.[H][H].C(OCC)(=[O:81])C, predict the reaction product. The product is: [CH3:38][C@H:19]1[C:20]([S:59][C@@H:57]2[CH2:58][NH:54][C@H:55]([C:68]([N:70]([CH3:74])[CH3:71])=[O:81])[CH2:56]2)=[C:14]([C:12]([OH:11])=[O:13])[N:15]2[C@H:18]1[C@@H:17]([C@H:39]([OH:41])[CH3:40])[C:16]2=[O:42].[OH2:2].[OH2:44].[OH2:2]. (2) Given the reactants NCC1C=C(C2C=CC=C3C=2CCCN3C(=O)CCCOC2C=CC=C(C)C=2C)C=CC=1.CC1C(C)=CC=CC=1OCCCC(N1C2C(=C(C3C=C(C=CC=3)CNC(=O)OC(C)(C)C)C=CC=2)CCC1)=O.[CH3:72][C:73]1[C:118]([CH3:119])=[CH:117][CH:116]=[CH:115][C:74]=1[O:75][CH2:76][CH2:77][CH2:78][C:79]([N:81]1[C:90]2[C:85](=[C:86]([C:91]3[CH:92]=[N:93][N:94]([CH2:96][C:97]4[CH:98]=[C:99]([CH:112]=[CH:113][CH:114]=4)[O:100][CH2:101][CH2:102][CH2:103][NH:104]C(=O)OC(C)(C)C)[CH:95]=3)[CH:87]=[CH:88][CH:89]=2)[CH2:84][CH2:83][CH2:82]1)=[O:80], predict the reaction product. The product is: [NH2:104][CH2:103][CH2:102][CH2:101][O:100][C:99]1[CH:98]=[C:97]([CH:114]=[CH:113][CH:112]=1)[CH2:96][N:94]1[CH:95]=[C:91]([C:86]2[CH:87]=[CH:88][CH:89]=[C:90]3[C:85]=2[CH2:84][CH2:83][CH2:82][N:81]3[C:79](=[O:80])[CH2:78][CH2:77][CH2:76][O:75][C:74]2[CH:115]=[CH:116][CH:117]=[C:118]([CH3:119])[C:73]=2[CH3:72])[CH:92]=[N:93]1.